This data is from Forward reaction prediction with 1.9M reactions from USPTO patents (1976-2016). The task is: Predict the product of the given reaction. (1) Given the reactants [Cl:1][C:2]1[CH:3]=[C:4]2[C:8](=[CH:9][CH:10]=1)[NH:7][CH:6]=[C:5]2[CH2:11][CH2:12][NH:13][C:14](=[O:22])[C:15]1[CH:20]=[CH:19][CH:18]=[C:17](I)[CH:16]=1.[CH3:23][O:24][C:25]1[CH:30]=[CH:29][C:28](B(O)O)=[CH:27][CH:26]=1.C(=O)([O-])[O-].[Na+].[Na+], predict the reaction product. The product is: [Cl:1][C:2]1[CH:3]=[C:4]2[C:8](=[CH:9][CH:10]=1)[NH:7][CH:6]=[C:5]2[CH2:11][CH2:12][NH:13][C:14]([C:15]1[CH:16]=[C:17]([C:28]2[CH:29]=[CH:30][C:25]([O:24][CH3:23])=[CH:26][CH:27]=2)[CH:18]=[CH:19][CH:20]=1)=[O:22]. (2) Given the reactants [I:1][C:2]1[CH:11]=[C:10]([O:12][CH3:13])[C:9]([I:14])=[CH:8][C:3]=1[O:4][CH2:5][C:6]#[N:7].[C:15](OC(N(C)C)N(C)C)(C)(C)[CH3:16], predict the reaction product. The product is: [I:1][C:2]1[CH:11]=[C:10]([O:12][CH3:13])[C:9]([I:14])=[CH:8][C:3]=1[O:4][C:5](=[CH:15][CH3:16])[C:6]#[N:7]. (3) Given the reactants [OH:1][CH2:2][CH2:3][O:4][CH2:5][CH2:6][NH:7][C:8](=[O:11])[CH:9]=[CH2:10].[OH-].[K+].[CH3:14]I, predict the reaction product. The product is: [CH3:14][O:1][CH2:2][CH2:3][O:4][CH2:5][CH2:6][NH:7][C:8](=[O:11])[CH:9]=[CH2:10]. (4) The product is: [Br:1][C:2]1[CH:3]=[C:4]([CH:9]=[C:10]([CH2:13][CH2:14][CH2:15][O:16][CH3:17])[C:11]=1[CH3:12])[C:5]([O:7][CH3:8])=[O:6]. Given the reactants [Br:1][C:2]1[CH:3]=[C:4]([CH:9]=[C:10](/[CH:13]=[CH:14]/[CH2:15][O:16][CH3:17])[C:11]=1[CH3:12])[C:5]([O:7][CH3:8])=[O:6], predict the reaction product. (5) Given the reactants [N+:1]([C:4]1[CH:9]=[C:8]([NH2:10])[CH:7]=[CH:6][C:5]=1[NH2:11])([O-:3])=[O:2].[C:12](O[C:12]([O:14][C:15]([CH3:18])([CH3:17])[CH3:16])=[O:13])([O:14][C:15]([CH3:18])([CH3:17])[CH3:16])=[O:13], predict the reaction product. The product is: [C:15]([O:14][C:12](=[O:13])[NH:10][C:8]1[CH:7]=[CH:6][C:5]([NH2:11])=[C:4]([N+:1]([O-:3])=[O:2])[CH:9]=1)([CH3:18])([CH3:17])[CH3:16]. (6) Given the reactants C(N(CC)C(C)C)C.[Cl:9][C:10]1[C:19]2[N:18]([CH3:20])[O:17][CH:16]3[N:21]([C:27]([O:29][C:30]([CH3:33])([CH3:32])[CH3:31])=[O:28])[C@H:22]([C:24]([OH:26])=[O:25])[CH2:23][C@@:15]3([O:34][C:35]([O:37][C:38]([CH3:41])([CH3:40])[CH3:39])=[O:36])[C:14]=2[CH:13]=[CH:12][CH:11]=1.[C:42]([O:45][C@@H:46]1[C:55]([CH3:56])=[CH:54][C@@H:53]2[C@@:48]([OH:63])([C@@H:49]([CH3:62])[CH2:50][CH2:51][C@H:52]2[C:57]([CH3:61])=[C:58]([F:60])[F:59])[C@H:47]1O)(=[O:44])[CH3:43], predict the reaction product. The product is: [C:38]([O:37][C:35]([O:34][C@@:15]12[CH2:23][C@@H:22]([C:24]([O:26][C@H:47]3[C@@:48]4([OH:63])[C@H:53]([C@H:52]([C:57]([CH3:61])=[C:58]([F:60])[F:59])[CH2:51][CH2:50][C@@H:49]4[CH3:62])[CH:54]=[C:55]([CH3:56])[C@H:46]3[O:45][C:42](=[O:44])[CH3:43])=[O:25])[N:21]([C:27]([O:29][C:30]([CH3:33])([CH3:32])[CH3:31])=[O:28])[C@@H:16]1[O:17][N:18]([CH3:20])[C:19]1[C:10]([Cl:9])=[CH:11][CH:12]=[CH:13][C:14]=12)=[O:36])([CH3:41])([CH3:40])[CH3:39]. (7) Given the reactants [C:1]([O:5][C:6]([N:8]1[CH2:12][C@H:11]([F:13])[CH2:10][C@H:9]1[C:14]([OH:16])=O)=[O:7])([CH3:4])([CH3:3])[CH3:2].CN(C(ON1N=NC2C=CC=NC1=2)=[N+](C)C)C.F[P-](F)(F)(F)(F)F.CCN(C(C)C)C(C)C.Cl.[F:51][CH:52]([F:69])[O:53][C:54]1[CH:59]=[CH:58][C:57]([C:60]2[C:65]([F:66])=[CH:64][N:63]=[C:62]([CH2:67][NH2:68])[CH:61]=2)=[CH:56][CH:55]=1, predict the reaction product. The product is: [F:69][CH:52]([F:51])[O:53][C:54]1[CH:55]=[CH:56][C:57]([C:60]2[C:65]([F:66])=[CH:64][N:63]=[C:62]([CH2:67][NH:68][C:14]([C@@H:9]3[CH2:10][C@@H:11]([F:13])[CH2:12][N:8]3[C:6]([O:5][C:1]([CH3:2])([CH3:3])[CH3:4])=[O:7])=[O:16])[CH:61]=2)=[CH:58][CH:59]=1. (8) The product is: [CH3:9][O:8][C:4]1[CH:3]=[C:2]([C:13]2[CH:14]=[N:15][CH:16]=[CH:17][CH:18]=2)[CH:7]=[CH:6][CH:5]=1. Given the reactants Br[C:2]1[CH:3]=[C:4]([O:8][CH3:9])[CH:5]=[CH:6][CH:7]=1.C(B(CC)[C:13]1[CH:14]=[N:15][CH:16]=[CH:17][CH:18]=1)C.C(=O)([O-])[O-].[Na+].[Na+], predict the reaction product.